Dataset: Reaction yield outcomes from USPTO patents with 853,638 reactions. Task: Predict the reaction yield, written as a fraction of the theoretical maximum amount of product (1.0 means a 100% yield; for example, 0.34 means a 34% yield). (1) The reactants are [F:1][C:2]1[CH:3]=[C:4]([N:9]2[CH2:13][CH:12]([CH2:14][NH:15][C:16](=[O:18])[CH3:17])[O:11][C:10]2=[O:19])[CH:5]=[CH:6][C:7]=1I.[CH3:20][C:21]1([CH3:28])[C:25]([CH3:27])([CH3:26])[O:24][BH:23][O:22]1.C(N(CC)CC)C. The catalyst is O1CCOCC1.C1C=CC(P(C2C=CC=CC=2)[C-]2C=CC=C2)=CC=1.C1C=CC(P(C2C=CC=CC=2)[C-]2C=CC=C2)=CC=1.Cl[Pd]Cl.[Fe+2]. The product is [F:1][C:2]1[CH:3]=[C:4]([N:9]2[CH2:13][CH:12]([CH2:14][NH:15][C:16](=[O:18])[CH3:17])[O:11][C:10]2=[O:19])[CH:5]=[CH:6][C:7]=1[B:23]1[O:24][C:25]([CH3:27])([CH3:26])[C:21]([CH3:28])([CH3:20])[O:22]1. The yield is 0.940. (2) The reactants are Cl.[CH3:2][NH:3][CH3:4].C(N(CC)CC)C.Cl[CH2:13][C:14]1[CH:39]=[CH:38][C:17]([C:18]([NH:20][C:21]2[CH:22]=[CH:23][C:24]([O:27][C:28](=[O:37])[N:29]([CH3:36])[C:30]3[CH:35]=[CH:34][CH:33]=[CH:32][CH:31]=3)=[N:25][CH:26]=2)=[O:19])=[CH:16][CH:15]=1.[I-].[Na+]. The catalyst is CN(C)C=O.O. The product is [CH3:2][N:3]([CH2:13][C:14]1[CH:15]=[CH:16][C:17]([C:18]([NH:20][C:21]2[CH:22]=[CH:23][C:24]([O:27][C:28](=[O:37])[N:29]([CH3:36])[C:30]3[CH:35]=[CH:34][CH:33]=[CH:32][CH:31]=3)=[N:25][CH:26]=2)=[O:19])=[CH:38][CH:39]=1)[CH3:4]. The yield is 0.320. (3) The reactants are [F:1][C:2]1[CH:7]=[C:6]([N:8]2[CH:13]=[CH:12][CH:11]=[CH:10][C:9]2=[O:14])[CH:5]=[CH:4][C:3]=1[CH2:15][C:16]([C:18]1[N:22]([C:23]2[CH:28]=[CH:27][C:26]([O:29][CH3:30])=[CH:25][CH:24]=2)[N:21]=[C:20]([C:31]#[N:32])[CH:19]=1)=[O:17].S(O)(O)(=O)=[O:34].C(OCC)(=O)C. The catalyst is O. The product is [F:1][C:2]1[CH:7]=[C:6]([N:8]2[CH:13]=[CH:12][CH:11]=[CH:10][C:9]2=[O:14])[CH:5]=[CH:4][C:3]=1[CH2:15][C:16]([C:18]1[N:22]([C:23]2[CH:24]=[CH:25][C:26]([O:29][CH3:30])=[CH:27][CH:28]=2)[N:21]=[C:20]([C:31]([NH2:32])=[O:34])[CH:19]=1)=[O:17]. The yield is 0.410.